From a dataset of Full USPTO retrosynthesis dataset with 1.9M reactions from patents (1976-2016). Predict the reactants needed to synthesize the given product. (1) Given the product [CH2:1]([C@@:4]1([CH3:42])[CH2:9][C@H:8]([C:10]2[CH:15]=[CH:14][CH:13]=[C:12]([Cl:16])[CH:11]=2)[C@@H:7]([C:17]2[CH:22]=[CH:21][C:20]([Cl:23])=[CH:19][CH:18]=2)[N:6]([C@@H:24]([CH2:39][CH3:40])[CH2:25][N:26]2[CH2:27][CH2:28][NH:29][CH2:30][CH2:31]2)[C:5]1=[O:41])[CH:2]=[CH2:3], predict the reactants needed to synthesize it. The reactants are: [CH2:1]([C@@:4]1([CH3:42])[CH2:9][C@H:8]([C:10]2[CH:15]=[CH:14][CH:13]=[C:12]([Cl:16])[CH:11]=2)[C@@H:7]([C:17]2[CH:22]=[CH:21][C:20]([Cl:23])=[CH:19][CH:18]=2)[N:6]([C@@H:24]([CH2:39][CH3:40])[CH2:25][N:26]2[CH2:31][CH2:30][N:29](C(OC(C)(C)C)=O)[CH2:28][CH2:27]2)[C:5]1=[O:41])[CH:2]=[CH2:3].C(O)(C(F)(F)F)=O. (2) Given the product [N+:1]([C:4]1[N:5]([CH2:33][C@@H:12]([C:11]([O:10][CH3:9])=[O:35])[NH:13][C:14]([C:15]2[CH:20]=[CH:19][CH:18]=[CH:17][CH:16]=2)([C:27]2[CH:28]=[CH:29][CH:30]=[CH:31][CH:32]=2)[C:21]2[CH:22]=[CH:23][CH:24]=[CH:25][CH:26]=2)[CH:6]=[CH:7][N:8]=1)([O-:3])=[O:2], predict the reactants needed to synthesize it. The reactants are: [N+:1]([C:4]1[NH:5][CH:6]=[CH:7][N:8]=1)([O-:3])=[O:2].[CH3:9][O:10][C:11](=[O:35])[C@H:12]([CH2:33]O)[NH:13][C:14]([C:27]1[CH:32]=[CH:31][CH:30]=[CH:29][CH:28]=1)([C:21]1[CH:26]=[CH:25][CH:24]=[CH:23][CH:22]=1)[C:15]1[CH:20]=[CH:19][CH:18]=[CH:17][CH:16]=1.C1(P(C2C=CC=CC=2)C2C=CC=CC=2)C=CC=CC=1.